Dataset: Full USPTO retrosynthesis dataset with 1.9M reactions from patents (1976-2016). Task: Predict the reactants needed to synthesize the given product. (1) The reactants are: Cl.[Cl:2][C:3]1[CH:4]=[C:5]2[C:10](=[CH:11][CH:12]=1)[CH:9]=[C:8]([S:13]([CH2:16][CH2:17][C:18]([N:20]1[CH2:25][CH2:24][CH:23]([N:26]3[CH2:30][C:29]4=[CH:31][N:32]=[C:33]([CH3:34])[N:28]4[C:27]3=[O:35])[CH2:22][CH2:21]1)=[O:19])(=[O:15])=[O:14])[CH:7]=[CH:6]2. Given the product [ClH:2].[Cl:2][C:3]1[CH:4]=[C:5]2[C:10](=[CH:11][CH:12]=1)[CH:9]=[C:8]([S:13]([CH2:16][CH2:17][C:18]([N:20]1[CH2:21][CH2:22][CH:23]([N:26]3[CH2:30][C:29]4=[CH:31][N:32]=[C:33]([CH3:34])[N:28]4[C:27]3=[O:35])[CH2:24][CH2:25]1)=[O:19])(=[O:14])=[O:15])[CH:7]=[CH:6]2, predict the reactants needed to synthesize it. (2) Given the product [C:1]([O:5][C:6](=[O:17])[NH:7][C@@H:8]([C:10]1[CH:15]=[CH:14][C:13]([F:16])=[CH:12][N+:11]=1[O-:26])[CH3:9])([CH3:2])([CH3:3])[CH3:4], predict the reactants needed to synthesize it. The reactants are: [C:1]([O:5][C:6](=[O:17])[NH:7][C@@H:8]([C:10]1[CH:15]=[CH:14][C:13]([F:16])=[CH:12][N:11]=1)[CH3:9])([CH3:4])([CH3:3])[CH3:2].ClC1C=CC=C(C(OO)=[O:26])C=1.S([O-])([O-])=O.[Na+].[Na+].C(=O)(O)[O-].[Na+]. (3) Given the product [C:1]([OH:8])(=[O:7])[CH2:2][CH2:3][C:4]([OH:6])=[O:5].[Cl:40][C:10]1[CH:11]=[CH:12][C:13]2[NH:19][C:18]3[CH:20]=[CH:21][C:22]([C:24]([F:27])([F:26])[F:25])=[CH:23][C:17]=3[C:16]([N:28]3[CH2:33][CH2:32][N:31]([CH3:34])[C@@H:30]([CH2:35][CH2:36][O:37][CH3:38])[CH2:29]3)=[N:15][C:14]=2[CH:39]=1, predict the reactants needed to synthesize it. The reactants are: [C:1]([OH:8])(=[O:7])[CH2:2][CH2:3][C:4]([OH:6])=[O:5].F[C:10]1[CH:11]=[CH:12][C:13]2[NH:19][C:18]3[CH:20]=[CH:21][C:22]([C:24]([F:27])([F:26])[F:25])=[CH:23][C:17]=3[C:16]([N:28]3[CH2:33][CH2:32][N:31]([CH3:34])[C@@H:30]([CH2:35][CH2:36][O:37][CH3:38])[CH2:29]3)=[N:15][C:14]=2[CH:39]=1.[Cl:40]C1C=CC2NC3C=CC(C(F)(F)F)=CC=3C(N3CCN[C@@H](CCOC)C3)=NC=2C=1. (4) Given the product [CH3:1][O:2][C:3]([C:5]1[N:6]([CH2:23][C:24]2[CH:25]=[CH:26][C:27]([NH:30][C:38](=[O:45])[CH2:39][CH2:40][CH2:41][C:42]([OH:44])=[O:43])=[CH:28][CH:29]=2)[C:7](=[O:22])[C:8]2[C:13]([C:14]=1[C:15]1[CH:16]=[CH:17][CH:18]=[CH:19][CH:20]=1)=[CH:12][C:11]([Br:21])=[CH:10][CH:9]=2)=[O:4], predict the reactants needed to synthesize it. The reactants are: [CH3:1][O:2][C:3]([C:5]1[N:6]([CH2:23][C:24]2[CH:29]=[CH:28][C:27]([NH2:30])=[CH:26][CH:25]=2)[C:7](=[O:22])[C:8]2[C:13]([C:14]=1[C:15]1[CH:20]=[CH:19][CH:18]=[CH:17][CH:16]=1)=[CH:12][C:11]([Br:21])=[CH:10][CH:9]=2)=[O:4].C(N(CC)CC)C.[C:38]1(=[O:45])[O:44][C:42](=[O:43])[CH2:41][CH2:40][CH2:39]1.